Dataset: Forward reaction prediction with 1.9M reactions from USPTO patents (1976-2016). Task: Predict the product of the given reaction. (1) Given the reactants [CH2:1]([O:8][C:9]([N:11]1[C:19]2[C:14](=[CH:15][CH:16]=[CH:17][CH:18]=2)[C:13]([CH:20]=[O:21])=[CH:12]1)=[O:10])[C:2]1[CH:7]=[CH:6][CH:5]=[CH:4][CH:3]=1.[BH4-].[Na+].O, predict the reaction product. The product is: [CH2:1]([O:8][C:9]([N:11]1[C:19]2[C:14](=[CH:15][CH:16]=[CH:17][CH:18]=2)[C:13]([CH2:20][OH:21])=[CH:12]1)=[O:10])[C:2]1[CH:3]=[CH:4][CH:5]=[CH:6][CH:7]=1. (2) Given the reactants [F:1][C:2]([F:14])([F:13])[C:3]1[CH:8]=[CH:7][C:6]([C:9]#[C:10][CH2:11][OH:12])=[CH:5][CH:4]=1.CC(OI1(OC(C)=O)(OC(C)=O)OC(=O)C2C=CC=CC1=2)=O.C1C=CC=CC=1, predict the reaction product. The product is: [F:1][C:2]([F:13])([F:14])[C:3]1[CH:4]=[CH:5][C:6]([C:9]#[C:10][CH:11]=[O:12])=[CH:7][CH:8]=1. (3) Given the reactants [N:1]12[CH2:8][CH2:7][C:4]([C:9]([C:18]3[CH:23]=[CH:22][CH:21]=[CH:20][CH:19]=3)([C:12]3[CH:17]=[CH:16][CH:15]=[CH:14][CH:13]=3)[C:10]#[N:11])([CH2:5][CH2:6]1)[CH2:3][CH2:2]2.[CH3:24][O:25][CH2:26][CH2:27][Br:28], predict the reaction product. The product is: [Br-:28].[C:10]([C:9]([C:18]1[CH:19]=[CH:20][CH:21]=[CH:22][CH:23]=1)([C:12]1[CH:13]=[CH:14][CH:15]=[CH:16][CH:17]=1)[C:4]12[CH2:5][CH2:6][N+:1]([CH2:27][CH2:26][O:25][CH3:24])([CH2:2][CH2:3]1)[CH2:8][CH2:7]2)#[N:11]. (4) Given the reactants [CH:1]1([C:4]([OH:32])([CH3:31])[CH2:5][NH:6][C:7]([C:9]2[C:14]([C:15]([F:18])([F:17])[F:16])=[N:13][C:12]([O:19][CH2:20][CH:21]3[CH2:23][CH2:22]3)=[C:11](C3C=CC(Cl)=CC=3)[N:10]=2)=[O:8])[CH2:3][CH2:2]1.C1(C(O)(C)CNC(C2C(C(F)(F)F)=NC(Br)=C([C:52]3[CH:57]=[CH:56][CH:55]=[C:54]([Cl:58])[CH:53]=3)N=2)=O)CC1, predict the reaction product. The product is: [CH:1]1([C:4]([OH:32])([CH3:31])[CH2:5][NH:6][C:7]([C:9]2[C:14]([C:15]([F:18])([F:16])[F:17])=[N:13][C:12]([O:19][CH2:20][CH:21]3[CH2:23][CH2:22]3)=[C:11]([C:52]3[CH:57]=[CH:56][CH:55]=[C:54]([Cl:58])[CH:53]=3)[N:10]=2)=[O:8])[CH2:3][CH2:2]1. (5) Given the reactants [CH3:1][O:2][C:3]1[CH:4]=[C:5]([C:11](O)([CH3:22])[CH2:12][CH2:13][CH2:14][CH2:15][C:16]#[C:17][Si:18]([CH3:21])([CH3:20])[CH3:19])[CH:6]=[C:7]([O:9][CH3:10])[CH:8]=1.C(Cl)(Cl)(Cl)[Cl:25], predict the reaction product. The product is: [Cl:25][C:11]([C:5]1[CH:4]=[C:3]([O:2][CH3:1])[CH:8]=[C:7]([O:9][CH3:10])[CH:6]=1)([CH3:22])[CH2:12][CH2:13][CH2:14][CH2:15][C:16]#[C:17][Si:18]([CH3:21])([CH3:20])[CH3:19]. (6) Given the reactants [CH2:1]([N:8]1[C:16]2[C:15](=[O:17])[N:14]([CH2:18][CH2:19][CH2:20][O:21][Si:22]([C:25]([CH3:28])([CH3:27])[CH3:26])([CH3:24])[CH3:23])[C:13](=[O:29])[N:12]([CH3:30])[C:11]=2[N:10]=[C:9]1Br)[C:2]1[CH:7]=[CH:6][CH:5]=[CH:4][CH:3]=1.C(=O)([O-])[O-].[K+].[K+].[Cl:38][C:39]1[CH:40]=[C:41](B(O)O)[CH:42]=[CH:43][C:44]=1[Cl:45].C1(C)C=CC=CC=1, predict the reaction product. The product is: [CH2:1]([N:8]1[C:16]2[C:15](=[O:17])[N:14]([CH2:18][CH2:19][CH2:20][O:21][Si:22]([C:25]([CH3:28])([CH3:27])[CH3:26])([CH3:24])[CH3:23])[C:13](=[O:29])[N:12]([CH3:30])[C:11]=2[N:10]=[C:9]1[C:42]1[CH:41]=[CH:40][C:39]([Cl:38])=[C:44]([Cl:45])[CH:43]=1)[C:2]1[CH:7]=[CH:6][CH:5]=[CH:4][CH:3]=1. (7) Given the reactants [F:1][C:2]1[CH:28]=[C:27]([F:29])[CH:26]=[CH:25][C:3]=1[CH2:4][O:5][C:6]1[N:7]=[C:8]([CH3:24])[N:9]([CH2:13][C:14]2[CH:23]=[CH:22][C:17]([C:18]([O:20]C)=[O:19])=[CH:16][CH:15]=2)[C:10](=[O:12])[CH:11]=1.[OH-].[Na+].C(O)(=O)C, predict the reaction product. The product is: [F:1][C:2]1[CH:28]=[C:27]([F:29])[CH:26]=[CH:25][C:3]=1[CH2:4][O:5][C:6]1[N:7]=[C:8]([CH3:24])[N:9]([CH2:13][C:14]2[CH:23]=[CH:22][C:17]([C:18]([OH:20])=[O:19])=[CH:16][CH:15]=2)[C:10](=[O:12])[CH:11]=1. (8) Given the reactants [Cl:1][C:2]1[CH:7]=[CH:6][CH:5]=[CH:4][C:3]=1[S:8]([N:11]1[CH2:16][CH2:15][NH:14][CH2:13][CH2:12]1)(=[O:10])=[O:9].[CH:17]12[O:22][CH:21]1[CH2:20][CH2:19][CH2:18]2, predict the reaction product. The product is: [Cl:1][C:2]1[CH:7]=[CH:6][CH:5]=[CH:4][C:3]=1[S:8]([N:11]1[CH2:16][CH2:15][N:14]([C@@H:20]2[CH2:19][CH2:18][CH2:17][C@H:21]2[OH:22])[CH2:13][CH2:12]1)(=[O:9])=[O:10]. (9) Given the reactants [Br:1][C:2]1[CH:3]=[C:4]([CH:8]=[C:9]([C:11]([O:13][CH3:14])=[O:12])[CH:10]=1)[C:5]([OH:7])=O.CN(C(ON1N=NC2[CH:26]=[CH:27][CH:28]=[N:29][C:24]1=2)=[N+](C)C)C.F[P-](F)(F)(F)(F)F.CNCCC, predict the reaction product. The product is: [Br:1][C:2]1[CH:10]=[C:9]([CH:8]=[C:4]([C:5](=[O:7])[N:29]([CH3:24])[CH2:28][CH2:27][CH3:26])[CH:3]=1)[C:11]([O:13][CH3:14])=[O:12].